Dataset: Peptide-MHC class II binding affinity with 134,281 pairs from IEDB. Task: Regression. Given a peptide amino acid sequence and an MHC pseudo amino acid sequence, predict their binding affinity value. This is MHC class II binding data. The peptide sequence is PTPKIIEECEHLEDG. The MHC is HLA-DQA10102-DQB10501 with pseudo-sequence HLA-DQA10102-DQB10501. The binding affinity (normalized) is 0.223.